The task is: Predict the product of the given reaction.. This data is from Forward reaction prediction with 1.9M reactions from USPTO patents (1976-2016). (1) Given the reactants [F:1][C:2]1[CH:3]=[C:4]([C@@:12]([NH:27][C:28]([NH2:30])=[S:29])([C:20]2[CH:25]=[CH:24][C:23]([F:26])=[CH:22][CH:21]=2)[CH2:13][C:14]2[CH:19]=[CH:18][CH:17]=[CH:16][CH:15]=2)[CH:5]=[C:6]([C:8]([F:11])([F:10])[F:9])[CH:7]=1.Br[CH:32]([CH3:36])[C:33](=O)[CH3:34], predict the reaction product. The product is: [F:1][C:2]1[CH:3]=[C:4]([C@@:12]([NH:27][C:28]2[S:29][C:32]([CH3:36])=[C:33]([CH3:34])[N:30]=2)([C:20]2[CH:21]=[CH:22][C:23]([F:26])=[CH:24][CH:25]=2)[CH2:13][C:14]2[CH:19]=[CH:18][CH:17]=[CH:16][CH:15]=2)[CH:5]=[C:6]([C:8]([F:11])([F:9])[F:10])[CH:7]=1. (2) Given the reactants [C:1]1([C@@H:7]([NH:10][C:11]2[C:16]([NH2:17])=[N:15][CH:14]=[C:13]([C:18]3[CH:27]=[CH:26][CH:25]=[C:24]4[C:19]=3[CH:20]=[CH:21][CH:22]=[N:23]4)[N:12]=2)[CH2:8][CH3:9])[CH:6]=[CH:5][CH:4]=[CH:3][CH:2]=1.BrC1N=C(N[C@H](C2C=CC=CC=2)CC)C(N)=NC=1.N1C2C=CC=C(B(O)O)C=2C=CC=1.[C:59](=O)([O-])[O-:60].[K+].[K+], predict the reaction product. The product is: [C:1]1([C@@H:7]([N:10]2[C:11]3=[N:12][C:13]([C:18]4[CH:27]=[CH:26][CH:25]=[C:24]5[C:19]=4[CH:20]=[CH:21][CH:22]=[N:23]5)=[CH:14][N:15]=[C:16]3[NH:17][C:59]2=[O:60])[CH2:8][CH3:9])[CH:2]=[CH:3][CH:4]=[CH:5][CH:6]=1. (3) Given the reactants CC1OC(CC2CCC(C3SC(C4C=CC(N)=CC=4)=CN=3)CC2)=NN=1.[F:26][C:27]([F:49])([F:48])[S:28]([NH:31][CH2:32][CH2:33][C:34]1[S:35][C:36]([C:39]2[CH:44]=[CH:43][C:42]([N+:45]([O-])=O)=[CH:41][CH:40]=2)=[CH:37][N:38]=1)(=[O:30])=[O:29], predict the reaction product. The product is: [NH2:45][C:42]1[CH:41]=[CH:40][C:39]([C:36]2[S:35][C:34]([CH2:33][CH2:32][NH:31][S:28]([C:27]([F:26])([F:48])[F:49])(=[O:30])=[O:29])=[N:38][CH:37]=2)=[CH:44][CH:43]=1.